Predict the reactants needed to synthesize the given product. From a dataset of Full USPTO retrosynthesis dataset with 1.9M reactions from patents (1976-2016). (1) Given the product [CH3:9][C:10]1[N:15]=[N:14][C:13]([C:16]2[N:1]([C:3]3[CH:4]=[N:5][CH:6]=[CH:7][CH:8]=3)[N:2]=[C:18]([C:19]([O:21][CH3:22])=[O:20])[CH:17]=2)=[CH:12][CH:11]=1, predict the reactants needed to synthesize it. The reactants are: [NH:1]([C:3]1[CH:4]=[N:5][CH:6]=[CH:7][CH:8]=1)[NH2:2].[CH3:9][C:10]1[N:15]=[N:14][C:13]([C:16](=O)[CH2:17][C:18](=O)[C:19]([O:21][CH3:22])=[O:20])=[CH:12][CH:11]=1.Cl.[OH-].[Na+]. (2) The reactants are: [N:1]1[CH:6]=[CH:5][CH:4]=[C:3]([C:7]2[CH:14]=[CH:13][C:10]([CH:11]=O)=[CH:9][CH:8]=2)[CH:2]=1.[C@@H:15]1([NH2:25])[C:24]2[C:19](=[CH:20][CH:21]=[CH:22][CH:23]=2)[CH2:18][CH2:17][CH2:16]1. Given the product [N:1]1[CH:6]=[CH:5][CH:4]=[C:3]([C:7]2[CH:14]=[CH:13][C:10]([CH2:11][NH:25][C@@H:15]3[C:24]4[C:19](=[CH:20][CH:21]=[CH:22][CH:23]=4)[CH2:18][CH2:17][CH2:16]3)=[CH:9][CH:8]=2)[CH:2]=1, predict the reactants needed to synthesize it. (3) The reactants are: [C:1](N1C=CN=C1)([N:3]1[CH:7]=[CH:6][N:5]=[CH:4]1)=[O:2].[CH2:13]([N:15]([CH2:35][C:36]([CH3:38])=[CH2:37])[C:16]1[N:21]=[C:20]([N:22]([CH2:27][CH3:28])[CH2:23][C:24]([CH3:26])=[CH2:25])[N:19]=[C:18]([N:29]2[CH2:34][CH2:33][NH:32][CH2:31][CH2:30]2)[N:17]=1)[CH3:14].C1CCN2C(=NCCC2)CC1.C(OCC)(=O)C. Given the product [N:3]1([C:1]([N:32]2[CH2:33][CH2:34][N:29]([C:18]3[N:17]=[C:16]([N:15]([CH2:13][CH3:14])[CH2:35][C:36]([CH3:38])=[CH2:37])[N:21]=[C:20]([N:22]([CH2:27][CH3:28])[CH2:23][C:24]([CH3:26])=[CH2:25])[N:19]=3)[CH2:30][CH2:31]2)=[O:2])[CH:7]=[CH:6][N:5]=[CH:4]1, predict the reactants needed to synthesize it.